Dataset: Reaction yield outcomes from USPTO patents with 853,638 reactions. Task: Predict the reaction yield, written as a fraction of the theoretical maximum amount of product (1.0 means a 100% yield; for example, 0.34 means a 34% yield). (1) The reactants are CC(C)([O-])C.[K+].C1(S([CH:16]2[CH2:20][C:19]3([CH2:24][CH2:23][N:22]([CH3:25])[C:21]3=[O:26])[NH:18][CH:17]2[C:27]2[CH:32]=[C:31]([C:33]3[CH:38]=[CH:37][C:36]([C:39]([F:42])([F:41])[F:40])=[CH:35][CH:34]=3)[CH:30]=[C:29]([CH3:43])[N:28]=2)(=O)=O)C=CC=CC=1.C(O)(=O)C. The catalyst is C1COCC1. The product is [CH3:25][N:22]1[CH2:23][CH2:24][C:19]2([N:18]=[C:17]([C:27]3[CH:32]=[C:31]([C:33]4[CH:34]=[CH:35][C:36]([C:39]([F:42])([F:41])[F:40])=[CH:37][CH:38]=4)[CH:30]=[C:29]([CH3:43])[N:28]=3)[CH2:16][CH2:20]2)[C:21]1=[O:26]. The yield is 0.789. (2) The reactants are [Cl:1][C:2]1[CH:3]=[C:4]([CH:18]2[O:23][CH2:22][CH2:21][N:20](C(OC(C)(C)C)=O)[CH2:19]2)[CH:5]=[CH:6][C:7]=1[NH:8][C:9]1[N:14]=[CH:13][C:12]([CH:15]2[CH2:17][CH2:16]2)=[CH:11][N:10]=1.FC(F)(F)C(O)=O.CCOC(C)=O.C1COCC1. The catalyst is C(#N)C.O. The product is [Cl:1][C:2]1[CH:3]=[C:4]([CH:18]2[O:23][CH2:22][CH2:21][NH:20][CH2:19]2)[CH:5]=[CH:6][C:7]=1[NH:8][C:9]1[N:10]=[CH:11][C:12]([CH:15]2[CH2:17][CH2:16]2)=[CH:13][N:14]=1. The yield is 0.760. (3) The reactants are [CH:1](NC(C)C)([CH3:3])[CH3:2].C([Li])CCC.[CH2:13]([C@H:20]1[CH2:24][O:23][C:22](=[O:25])[N:21]1[C:26](=[O:32])[CH2:27][CH2:28][CH:29]1[CH2:31][CH2:30]1)[C:14]1[CH:19]=[CH:18][CH:17]=[CH:16][CH:15]=1. The catalyst is O1CCCC1.[Cl-].[NH4+]. The product is [CH2:13]([C@H:20]1[CH2:24][O:23][C:22](=[O:25])[N:21]1[C:26](=[O:32])[C@H:27]([CH2:28][CH:29]1[CH2:30][CH2:31]1)[CH2:3][CH:1]=[CH2:2])[C:14]1[CH:15]=[CH:16][CH:17]=[CH:18][CH:19]=1. The yield is 0.520. (4) The reactants are [CH2:1]([N:8]([CH2:38][C:39]1[CH:44]=[CH:43][CH:42]=[CH:41][CH:40]=1)[CH:9]1[CH2:14][CH2:13][CH:12]([C:15](=O)[CH2:16][NH:17][C:18]2[N:19]=[C:20]3[CH:26]=[CH:25][N:24]([S:27]([C:30]4[CH:36]=[CH:35][C:33]([CH3:34])=[CH:32][CH:31]=4)(=[O:29])=[O:28])[C:21]3=[N:22][CH:23]=2)[CH2:11][CH2:10]1)[C:2]1[CH:7]=[CH:6][CH:5]=[CH:4][CH:3]=1. The catalyst is CC#N. The product is [CH2:1]([N:8]([CH2:38][C:39]1[CH:44]=[CH:43][CH:42]=[CH:41][CH:40]=1)[CH:9]1[CH2:14][CH2:13][CH:12]([C:15]2[N:19]3[C:20]4[CH:26]=[CH:25][N:24]([S:27]([C:30]5[CH:36]=[CH:35][C:33]([CH3:34])=[CH:32][CH:31]=5)(=[O:29])=[O:28])[C:21]=4[N:22]=[CH:23][C:18]3=[N:17][CH:16]=2)[CH2:11][CH2:10]1)[C:2]1[CH:7]=[CH:6][CH:5]=[CH:4][CH:3]=1. The yield is 1.00. (5) The reactants are CC(C[AlH]CC(C)C)C.C([O:12][C:13](=O)[CH2:14][CH2:15][C:16]1[S:17][C:18]([CH2:21][CH2:22][C:23](OCC)=[O:24])=[CH:19][CH:20]=1)C. The catalyst is C1COCC1. The product is [OH:24][CH2:23][CH2:22][CH2:21][C:18]1[S:17][C:16]([CH2:15][CH2:14][CH2:13][OH:12])=[CH:20][CH:19]=1. The yield is 0.850.